From a dataset of Catalyst prediction with 721,799 reactions and 888 catalyst types from USPTO. Predict which catalyst facilitates the given reaction. (1) Reactant: Br[C:2]1[CH:7]=[CH:6][N:5]=[N:4][CH:3]=1.[OH:8][CH2:9][C:10]1[CH:15]=[CH:14][C:13](B(O)O)=[CH:12][CH:11]=1.C(=O)([O-])[O-].[K+].[K+].O. Product: [N:5]1[CH:6]=[CH:7][C:2]([C:13]2[CH:14]=[CH:15][C:10]([CH2:9][OH:8])=[CH:11][CH:12]=2)=[CH:3][N:4]=1. The catalyst class is: 837. (2) Reactant: [CH3:1][O:2][C:3](=[O:33])[C@H:4]([CH2:12][C:13]1[CH:18]=[C:17]([Cl:19])[C:16]([O:20][CH2:21][CH2:22][CH2:23][NH:24]C(OC(C)(C)C)=O)=[C:15]([Cl:32])[CH:14]=1)[NH:5][C:6](=[O:11])[C:7]([F:10])([F:9])[F:8]. Product: [ClH:19].[CH3:1][O:2][C:3](=[O:33])[C@H:4]([CH2:12][C:13]1[CH:14]=[C:15]([Cl:32])[C:16]([O:20][CH2:21][CH2:22][CH2:23][NH2:24])=[C:17]([Cl:19])[CH:18]=1)[NH:5][C:6](=[O:11])[C:7]([F:10])([F:8])[F:9]. The catalyst class is: 89.